This data is from NCI-60 drug combinations with 297,098 pairs across 59 cell lines. The task is: Regression. Given two drug SMILES strings and cell line genomic features, predict the synergy score measuring deviation from expected non-interaction effect. (1) Drug 1: CS(=O)(=O)C1=CC(=C(C=C1)C(=O)NC2=CC(=C(C=C2)Cl)C3=CC=CC=N3)Cl. Drug 2: C1=CC(=CC=C1CCCC(=O)O)N(CCCl)CCCl. Cell line: SK-MEL-28. Synergy scores: CSS=-5.33, Synergy_ZIP=-3.14, Synergy_Bliss=-2.21, Synergy_Loewe=-12.3, Synergy_HSA=-8.33. (2) Cell line: SK-MEL-2. Synergy scores: CSS=37.5, Synergy_ZIP=-8.66, Synergy_Bliss=-7.72, Synergy_Loewe=-7.01, Synergy_HSA=-6.94. Drug 1: C1=NC2=C(N1)C(=S)N=C(N2)N. Drug 2: CNC(=O)C1=NC=CC(=C1)OC2=CC=C(C=C2)NC(=O)NC3=CC(=C(C=C3)Cl)C(F)(F)F. (3) Drug 1: CC=C1C(=O)NC(C(=O)OC2CC(=O)NC(C(=O)NC(CSSCCC=C2)C(=O)N1)C(C)C)C(C)C. Drug 2: B(C(CC(C)C)NC(=O)C(CC1=CC=CC=C1)NC(=O)C2=NC=CN=C2)(O)O. Cell line: BT-549. Synergy scores: CSS=65.3, Synergy_ZIP=-0.0170, Synergy_Bliss=-0.665, Synergy_Loewe=-3.81, Synergy_HSA=-2.08. (4) Drug 1: CC12CCC3C(C1CCC2O)C(CC4=C3C=CC(=C4)O)CCCCCCCCCS(=O)CCCC(C(F)(F)F)(F)F. Drug 2: CC12CCC3C(C1CCC2OP(=O)(O)O)CCC4=C3C=CC(=C4)OC(=O)N(CCCl)CCCl.[Na+]. Cell line: SK-MEL-28. Synergy scores: CSS=18.4, Synergy_ZIP=-1.11, Synergy_Bliss=2.05, Synergy_Loewe=1.93, Synergy_HSA=1.07. (5) Drug 1: CN1CCC(CC1)COC2=C(C=C3C(=C2)N=CN=C3NC4=C(C=C(C=C4)Br)F)OC. Drug 2: C1=C(C(=O)NC(=O)N1)F. Cell line: NCI-H226. Synergy scores: CSS=23.5, Synergy_ZIP=1.90, Synergy_Bliss=4.20, Synergy_Loewe=6.62, Synergy_HSA=6.97. (6) Drug 1: C1CC(=O)NC(=O)C1N2CC3=C(C2=O)C=CC=C3N. Drug 2: CC1=C2C(C(=O)C3(C(CC4C(C3C(C(C2(C)C)(CC1OC(=O)C(C(C5=CC=CC=C5)NC(=O)OC(C)(C)C)O)O)OC(=O)C6=CC=CC=C6)(CO4)OC(=O)C)O)C)O. Cell line: SK-OV-3. Synergy scores: CSS=40.5, Synergy_ZIP=7.06, Synergy_Bliss=5.26, Synergy_Loewe=-14.9, Synergy_HSA=6.77. (7) Drug 1: C1=C(C(=O)NC(=O)N1)N(CCCl)CCCl. Drug 2: CN1C(=O)N2C=NC(=C2N=N1)C(=O)N. Cell line: ACHN. Synergy scores: CSS=62.5, Synergy_ZIP=-0.753, Synergy_Bliss=0.433, Synergy_Loewe=-17.4, Synergy_HSA=-0.881. (8) Drug 2: CC1C(C(CC(O1)OC2CC(CC3=C2C(=C4C(=C3O)C(=O)C5=C(C4=O)C(=CC=C5)OC)O)(C(=O)CO)O)N)O.Cl. Synergy scores: CSS=36.9, Synergy_ZIP=-0.401, Synergy_Bliss=-1.13, Synergy_Loewe=-4.78, Synergy_HSA=0.407. Drug 1: CN(C(=O)NC(C=O)C(C(C(CO)O)O)O)N=O. Cell line: HT29.